From a dataset of Forward reaction prediction with 1.9M reactions from USPTO patents (1976-2016). Predict the product of the given reaction. (1) Given the reactants [Cl:1][C:2]1[CH:7]=[C:6]([Cl:8])[CH:5]=[CH:4][C:3]=1[C:9]1[N:10]=[C:11]([CH2:16][C:17]2[CH:22]=[CH:21][C:20]([C:23]3[CH:28]=[CH:27][C:26]([OH:29])=[CH:25][CH:24]=3)=[CH:19][CH:18]=2)[N:12]([CH2:14][CH3:15])[CH:13]=1.Br[CH:31]([C:37]1[CH:42]=[CH:41][C:40]([F:43])=[CH:39][CH:38]=1)[C:32]([O:34]CC)=[O:33], predict the reaction product. The product is: [Cl:1][C:2]1[CH:7]=[C:6]([Cl:8])[CH:5]=[CH:4][C:3]=1[C:9]1[N:10]=[C:11]([CH2:16][C:17]2[CH:22]=[CH:21][C:20]([C:23]3[CH:24]=[CH:25][C:26]([O:29][CH:31]([C:37]4[CH:42]=[CH:41][C:40]([F:43])=[CH:39][CH:38]=4)[C:32]([OH:34])=[O:33])=[CH:27][CH:28]=3)=[CH:19][CH:18]=2)[N:12]([CH2:14][CH3:15])[CH:13]=1. (2) Given the reactants [NH2:1][C:2]1[CH:3]=[CH:4][CH:5]=[C:6]2[C:10]=1[NH:9][C:8]([C:11]([NH2:13])=[O:12])=[C:7]2[S:14]([N:17]1[CH2:22][CH2:21][O:20][CH2:19][CH2:18]1)(=[O:16])=[O:15].[Br:23]Br, predict the reaction product. The product is: [NH2:1][C:2]1[C:3]([Br:23])=[CH:4][CH:5]=[C:6]2[C:10]=1[NH:9][C:8]([C:11]([NH2:13])=[O:12])=[C:7]2[S:14]([N:17]1[CH2:18][CH2:19][O:20][CH2:21][CH2:22]1)(=[O:16])=[O:15]. (3) Given the reactants [F:1][C:2]([F:18])([F:17])[C:3]1[CH:4]=[C:5]([CH:8]=[C:9]([C:13]([F:16])([F:15])[F:14])[C:10]=1OC)[CH:6]=[O:7].B(Br)(Br)Br.[OH2:23], predict the reaction product. The product is: [OH:23][C:4]1[C:3]([C:2]([F:18])([F:17])[F:1])=[CH:10][C:9]([C:13]([F:16])([F:15])[F:14])=[CH:8][C:5]=1[CH:6]=[O:7]. (4) Given the reactants [Br:1][C:2]1[C:10]([OH:11])=[CH:9][CH:8]=[C:7]2[C:3]=1[CH2:4][CH2:5][C:6]2=[O:12].N1C(C)=CC=CC=1C.[F:21][C:22]([F:35])([F:34])[S:23](O[S:23]([C:22]([F:35])([F:34])[F:21])(=[O:25])=[O:24])(=[O:25])=[O:24], predict the reaction product. The product is: [Br:1][C:2]1[C:10]([O:11][S:23]([C:22]([F:35])([F:34])[F:21])(=[O:25])=[O:24])=[CH:9][CH:8]=[C:7]2[C:3]=1[CH2:4][CH2:5][C:6]2=[O:12]. (5) The product is: [CH3:1][O:2][C:3]([C@@:5]1([CH2:25][CH:26]=[CH2:27])[CH2:9][C@@H:8]([OH:10])[CH2:7][N:6]1[C:18]([O:20][C:21]([CH3:22])([CH3:23])[CH3:24])=[O:19])=[O:4]. Given the reactants [CH3:1][O:2][C:3]([C:5]1([CH2:25][CH:26]=[CH2:27])[CH2:9][CH:8]([O:10][Si](C(C)(C)C)(C)C)[CH2:7][N:6]1[C:18]([O:20][C:21]([CH3:24])([CH3:23])[CH3:22])=[O:19])=[O:4].CCCC[N+](CCCC)(CCCC)CCCC.[F-].CCOC(C)=O, predict the reaction product. (6) Given the reactants [C:1](O[BH-](OC(=O)C)OC(=O)C)(=O)C.[Na+].[CH2:15]([O:17][C:18]([C:20]1([C:23]2[CH:28]=[CH:27][C:26]([C:29]3[CH:34]=[CH:33][C:32]([C:35]4[O:39][N:38]=[C:37]([CH3:40])[C:36]=4[CH2:41][NH:42][CH2:43][CH:44]([C:46]4[CH:51]=[CH:50][CH:49]=[CH:48][CH:47]=4)[CH3:45])=[CH:31][CH:30]=3)=[CH:25][CH:24]=2)[CH2:22][CH2:21]1)=[O:19])[CH3:16].C=O, predict the reaction product. The product is: [CH2:15]([O:17][C:18]([C:20]1([C:23]2[CH:24]=[CH:25][C:26]([C:29]3[CH:34]=[CH:33][C:32]([C:35]4[O:39][N:38]=[C:37]([CH3:40])[C:36]=4[CH2:41][N:42]([CH3:1])[CH2:43][CH:44]([C:46]4[CH:47]=[CH:48][CH:49]=[CH:50][CH:51]=4)[CH3:45])=[CH:31][CH:30]=3)=[CH:27][CH:28]=2)[CH2:21][CH2:22]1)=[O:19])[CH3:16].